From a dataset of Catalyst prediction with 721,799 reactions and 888 catalyst types from USPTO. Predict which catalyst facilitates the given reaction. (1) Reactant: [F:1][C:2]1[CH:7]=[C:6]([C:8]([CH3:10])=[CH2:9])[CH:5]=[C:4]([F:11])[C:3]=1[C:12]1[N:17]=[C:16]([C:18]([O:20][CH3:21])=[O:19])[CH:15]=[CH:14][C:13]=1[F:22]. Product: [F:1][C:2]1[CH:7]=[C:6]([CH:8]([CH3:9])[CH3:10])[CH:5]=[C:4]([F:11])[C:3]=1[C:12]1[N:17]=[C:16]([C:18]([O:20][CH3:21])=[O:19])[CH:15]=[CH:14][C:13]=1[F:22]. The catalyst class is: 19. (2) Reactant: [Cl:1][C:2]1[CH:7]=[C:6]([Cl:8])[CH:5]=[CH:4][C:3]=1[O:9][CH2:10]S(C)=O.C([Cl:17])(=O)C. Product: [Cl:1][C:2]1[CH:7]=[C:6]([Cl:8])[CH:5]=[CH:4][C:3]=1[O:9][CH2:10][Cl:17]. The catalyst class is: 2. (3) Reactant: [C:1]1([C:6]2[N:10]([CH2:11][C:12]([OH:14])=[O:13])[N:9]=[C:8]([C:15]([F:18])([F:17])[F:16])[CH:7]=2)[CH2:5][CH2:4][CH2:3][CH:2]=1. Product: [CH:1]1([C:6]2[N:10]([CH2:11][C:12]([OH:14])=[O:13])[N:9]=[C:8]([C:15]([F:17])([F:18])[F:16])[CH:7]=2)[CH2:5][CH2:4][CH2:3][CH2:2]1. The catalyst class is: 50.